This data is from Full USPTO retrosynthesis dataset with 1.9M reactions from patents (1976-2016). The task is: Predict the reactants needed to synthesize the given product. (1) The reactants are: [F:1][CH:2]([F:23])[O:3][C:4]1[C:5]([OH:22])=[C:6]([C:12]2[CH:13]=[C:14]3[C:18](=[CH:19][CH:20]=2)[C:17](=[O:21])[O:16][CH2:15]3)[CH:7]=[CH:8][C:9]=1[O:10][CH3:11].C(=O)([O-])[O-].[K+].[K+].[CH2:30](I)[CH3:31]. Given the product [F:23][CH:2]([F:1])[O:3][C:4]1[C:5]([O:22][CH2:30][CH3:31])=[C:6]([C:12]2[CH:13]=[C:14]3[C:18](=[CH:19][CH:20]=2)[C:17](=[O:21])[O:16][CH2:15]3)[CH:7]=[CH:8][C:9]=1[O:10][CH3:11], predict the reactants needed to synthesize it. (2) Given the product [CH3:5][C:6]([CH3:11])([CH3:7])[C:35]([O:44][CH2:43][O:32][C:31]([CH:27]1[CH2:28][CH2:29][CH2:30][N:25]([C:9]2[N:10]=[C:11]([N:12]3[CH2:17][CH2:16][N:15]4[C:18]([C:21]([F:23])([F:22])[F:24])=[N:19][N:20]=[C:14]4[CH2:13]3)[C:6]3[CH:5]=[C:4]([CH2:1][CH2:2][CH3:3])[S:34][C:7]=3[N:8]=2)[CH2:26]1)=[O:33])=[O:38], predict the reactants needed to synthesize it. The reactants are: [CH2:1]([C:4]1[S:34][C:7]2[N:8]=[C:9]([N:25]3[CH2:30][CH2:29][CH2:28][CH:27]([C:31]([OH:33])=[O:32])[CH2:26]3)[N:10]=[C:11]([N:12]3[CH2:17][CH2:16][N:15]4[C:18]([C:21]([F:24])([F:23])[F:22])=[N:19][N:20]=[C:14]4[CH2:13]3)[C:6]=2[CH:5]=1)[CH2:2][CH3:3].[C:35](=[O:38])([O-])[O-].[K+].[K+].CN(C)[CH:43]=[O:44]. (3) Given the product [CH2:36]([C:13]1[CH:14]=[C:9]2[CH2:8][CH2:7][NH:6][C:10]2=[N:11][CH:12]=1)[C:30]1[CH:35]=[CH:34][CH:33]=[CH:32][CH:31]=1, predict the reactants needed to synthesize it. The reactants are: C([Si](C)(C)[N:6]1[C:10]2=[N:11][CH:12]=[C:13]([Sn](CCCC)(CCCC)CCCC)[CH:14]=[C:9]2[CH2:8][CH2:7]1)(C)(C)C.[C:30]1([CH2:36]Br)[CH:35]=[CH:34][CH:33]=[CH:32][CH:31]=1. (4) Given the product [CH:1]1([N:7]2[CH2:11][CH2:10][CH:9]([CH2:12][C:13]3[CH:22]=[C:21]4[C:16]([CH:17]=[CH:18][C:19]([C:23]5[CH:24]=[CH:25][C:26]([C:27]([OH:29])=[O:28])=[CH:31][CH:32]=5)=[CH:20]4)=[CH:15][CH:14]=3)[C:8]2=[O:33])[CH2:2][CH2:3][CH2:4][CH2:5][CH2:6]1, predict the reactants needed to synthesize it. The reactants are: [CH:1]1([N:7]2[CH2:11][CH2:10][CH:9]([CH2:12][C:13]3[CH:22]=[C:21]4[C:16]([CH:17]=[CH:18][C:19]([C:23]5[CH:32]=[CH:31][C:26]([C:27]([O:29]C)=[O:28])=[CH:25][CH:24]=5)=[CH:20]4)=[CH:15][CH:14]=3)[C:8]2=[O:33])[CH2:6][CH2:5][CH2:4][CH2:3][CH2:2]1.O[Li].O.O1CCOCC1.Cl.